Predict the reactants needed to synthesize the given product. From a dataset of Full USPTO retrosynthesis dataset with 1.9M reactions from patents (1976-2016). The reactants are: FC1C=C(C2N=C(SC)N=C(N3CCOC[C@@H]3C)C=2)C=NC=1.Cl[C:24]1[N:29]=[C:28]([N:30]2[CH2:35][CH2:34][O:33][CH2:32][C@@H:31]2[CH3:36])[CH:27]=[C:26]([C:37]2[CH:42]=[C:41]([F:43])[CH:40]=[CH:39][C:38]=2[S:44]([CH3:47])(=[O:46])=[O:45])[N:25]=1.[F:48][C:49]1[CH:50]=[C:51]([NH:64][C:65]([NH:67][CH2:68][CH2:69][OH:70])=[O:66])[CH:52]=[CH:53][C:54]=1B1OC(C)(C)C(C)(C)O1. Given the product [F:48][C:49]1[CH:50]=[C:51]([NH:64][C:65]([NH:67][CH2:68][CH2:69][OH:70])=[O:66])[CH:52]=[CH:53][C:54]=1[C:24]1[N:25]=[C:26]([C:37]2[CH:42]=[C:41]([F:43])[CH:40]=[CH:39][C:38]=2[S:44]([CH3:47])(=[O:46])=[O:45])[CH:27]=[C:28]([N:30]2[CH2:35][CH2:34][O:33][CH2:32][C@@H:31]2[CH3:36])[N:29]=1, predict the reactants needed to synthesize it.